Regression/Classification. Given a drug SMILES string, predict its absorption, distribution, metabolism, or excretion properties. Task type varies by dataset: regression for continuous measurements (e.g., permeability, clearance, half-life) or binary classification for categorical outcomes (e.g., BBB penetration, CYP inhibition). Dataset: cyp2c19_veith. From a dataset of CYP2C19 inhibition data for predicting drug metabolism from PubChem BioAssay. The compound is CCCCn1nc2cc(C(=O)NC[C@@H]3CCCO3)ccc2c1OCC. The result is 0 (non-inhibitor).